This data is from Catalyst prediction with 721,799 reactions and 888 catalyst types from USPTO. The task is: Predict which catalyst facilitates the given reaction. (1) Reactant: [O:1]1[CH2:5][CH2:4][O:3][C:2]21[C@H:10]1[CH2:11][CH2:12][C@@H:6]2[CH2:7][C:8](=[O:13])[CH2:9]1.[CH3:14][Mg]Br. Product: [CH3:14][C:8]1([OH:13])[CH2:9][C@H:10]2[C:2]3([O:3][CH2:4][CH2:5][O:1]3)[C@H:6]([CH2:12][CH2:11]2)[CH2:7]1. The catalyst class is: 598. (2) Reactant: [Cl:1][C:2]([Cl:32])([Cl:31])[CH2:3][O:4][C:5](=[O:30])[CH:6]([S:18]([CH2:21][CH2:22][C:23]1[CH:28]=[CH:27][C:26]([F:29])=[CH:25][CH:24]=1)(=[O:20])=[O:19])[CH2:7][C:8]1[CH:13]=[CH:12][C:11]([CH2:14][C:15]([OH:17])=[O:16])=[CH:10][CH:9]=1.CN(C(ON1N=NC2C=CC=CC1=2)=[N+](C)C)C.[B-](F)(F)(F)F.CN1CCOCC1.[F:62][C:63]([F:73])([F:72])[C:64]1[CH:71]=[CH:70][C:67]([CH2:68]O)=[CH:66][CH:65]=1. Product: [Cl:32][C:2]([Cl:31])([Cl:1])[CH2:3][O:4][C:5](=[O:30])[CH:6]([S:18]([CH2:21][CH2:22][C:23]1[CH:24]=[CH:25][C:26]([F:29])=[CH:27][CH:28]=1)(=[O:20])=[O:19])[CH2:7][C:8]1[CH:9]=[CH:10][C:11]([CH2:14][C:15]([O:17][CH2:68][C:67]2[CH:66]=[CH:65][C:64]([C:63]([F:62])([F:72])[F:73])=[CH:71][CH:70]=2)=[O:16])=[CH:12][CH:13]=1. The catalyst class is: 31. (3) Reactant: C[O:2][CH:3](OC)[CH2:4][S:5][CH2:6][CH2:7][CH2:8][CH2:9][CH2:10][CH2:11]O.C(Br)(Br)(Br)[Br:16].C1(P(C2C=CC=CC=2)C2C=CC=CC=2)C=CC=CC=1. Product: [Br:16][CH2:11][CH2:10][CH2:9][CH2:8][CH2:7][CH2:6][S:5][CH2:4][CH:3]=[O:2]. The catalyst class is: 2. (4) Reactant: O.NN.[CH:4]([C:7]1[N:8]([CH2:12][CH2:13][N:14]2C(=O)C3C(=CC=CC=3)C2=O)[CH:9]=[CH:10][N:11]=1)([CH3:6])[CH3:5]. Product: [CH:4]([C:7]1[N:8]([CH2:12][CH2:13][NH2:14])[CH:9]=[CH:10][N:11]=1)([CH3:6])[CH3:5]. The catalyst class is: 8. (5) Reactant: F[C:2]1[CH:7]=[CH:6][C:5]([N+:8]([O-])=O)=[C:4]([O:11][CH3:12])[CH:3]=1.[OH:13][CH:14]1[CH2:19][CH2:18][NH:17][CH2:16][CH2:15]1.C(=O)([O-])[O-].[K+].[K+]. Product: [NH2:8][C:5]1[CH:6]=[CH:7][C:2]([N:17]2[CH2:18][CH2:19][CH:14]([OH:13])[CH2:15][CH2:16]2)=[CH:3][C:4]=1[O:11][CH3:12]. The catalyst class is: 58. (6) Reactant: O[CH:2]([C:6]1[CH:11]=[CH:10][C:9]([CH:12]([CH3:14])[CH3:13])=[CH:8][CH:7]=1)[C:3]([OH:5])=[O:4].[Br:15][C:16]1[CH:21]=[CH:20][C:19](O)=[CH:18][CH:17]=1. Product: [Br:15][C:16]1[CH:17]=[CH:18][C:19]2[O:5][C:3](=[O:4])[CH:2]([C:6]3[CH:11]=[CH:10][C:9]([CH:12]([CH3:14])[CH3:13])=[CH:8][CH:7]=3)[C:20]=2[CH:21]=1. The catalyst class is: 5. (7) Reactant: [F:1][C:2]1[CH:3]=[C:4]([CH2:15][O:16][C:17]2[CH:22]=[CH:21][C:20]([CH2:23][CH2:24][C:25]([O:27]CC)=[O:26])=[C:19]([CH3:30])[C:18]=2[CH3:31])[C:5]2[O:9][C:8]([C:10]([F:13])([F:12])[F:11])=[CH:7][C:6]=2[CH:14]=1.O1CCCC1.[OH-].[Li+]. Product: [F:1][C:2]1[CH:3]=[C:4]([CH2:15][O:16][C:17]2[CH:22]=[CH:21][C:20]([CH2:23][CH2:24][C:25]([OH:27])=[O:26])=[C:19]([CH3:30])[C:18]=2[CH3:31])[C:5]2[O:9][C:8]([C:10]([F:13])([F:11])[F:12])=[CH:7][C:6]=2[CH:14]=1. The catalyst class is: 6.